Dataset: Forward reaction prediction with 1.9M reactions from USPTO patents (1976-2016). Task: Predict the product of the given reaction. (1) Given the reactants C([O:8][C:9]1[C:14]([CH3:15])=[CH:13][C:12]([CH2:16][C@@H:17]([O:41][C:42]([N:44]2[CH2:49][CH2:48][CH:47]([N:50]3[CH2:56][CH2:55][C:54]4[CH:57]=[CH:58][CH:59]=[CH:60][C:53]=4[NH:52][C:51]3=[O:61])[CH2:46][CH2:45]2)=[O:43])[C:18]([N:20]2[CH2:25][CH2:24][CH:23]([N:26]3[CH2:31][CH2:30][CH:29]([C:32]([O:34][CH2:35][C:36](=[O:40])[N:37]([CH3:39])[CH3:38])=[O:33])[CH2:28][CH2:27]3)[CH2:22][CH2:21]2)=[O:19])=[CH:11][C:10]=1[CH3:62])C1C=CC=CC=1.[H][H], predict the reaction product. The product is: [OH:8][C:9]1[C:14]([CH3:15])=[CH:13][C:12]([CH2:16][C@@H:17]([O:41][C:42]([N:44]2[CH2:49][CH2:48][CH:47]([N:50]3[CH2:56][CH2:55][C:54]4[CH:57]=[CH:58][CH:59]=[CH:60][C:53]=4[NH:52][C:51]3=[O:61])[CH2:46][CH2:45]2)=[O:43])[C:18]([N:20]2[CH2:21][CH2:22][CH:23]([N:26]3[CH2:31][CH2:30][CH:29]([C:32]([O:34][CH2:35][C:36](=[O:40])[N:37]([CH3:39])[CH3:38])=[O:33])[CH2:28][CH2:27]3)[CH2:24][CH2:25]2)=[O:19])=[CH:11][C:10]=1[CH3:62]. (2) The product is: [Cl:1][C:2]1[CH:3]=[CH:4][C:5]([CH2:6][CH:7]2[C:8]([CH2:26][N:27]3[CH:31]=[N:30][CH:29]=[N:28]3)([OH:32])[C:9]([CH2:13][Cl:35])([CH3:12])[CH2:10][CH2:11]2)=[CH:33][CH:34]=1. Given the reactants [Cl:1][C:2]1[CH:34]=[CH:33][C:5]([CH2:6][CH:7]2[CH2:11][CH2:10][C:9]([CH2:13]COS(C3C=CC(C)=CC=3)(=O)=O)([CH3:12])[C:8]2([OH:32])[CH2:26][N:27]2[CH:31]=[N:30][CH:29]=[N:28]2)=[CH:4][CH:3]=1.[Cl-:35].[Li+], predict the reaction product. (3) Given the reactants [F:1][C:2]1[CH:3]=[C:4]2[C:8](=[CH:9][CH:10]=1)[NH:7][CH2:6][C:5]2([CH3:12])[CH3:11].[Br:13]Br, predict the reaction product. The product is: [Br:13][N:7]1[C:8]2[C:4](=[CH:3][C:2]([F:1])=[CH:10][CH:9]=2)[C:5]([CH3:12])([CH3:11])[CH2:6]1. (4) Given the reactants [Cl:1][C:2]1[C:7]([NH2:8])=[C:6](Cl)[N:5]=[C:4]([CH3:10])[N:3]=1.[NH3:11], predict the reaction product. The product is: [Cl:1][C:2]1[N:3]=[C:4]([CH3:10])[N:5]=[C:6]([NH2:11])[C:7]=1[NH2:8]. (5) Given the reactants [NH2:1][C:2]1[CH:7]=[C:6]([NH:8][C:9]([C:11]2[N:23]([CH2:24][C:25]3[CH:30]=[CH:29][CH:28]=[C:27]([F:31])[CH:26]=3)[C:14]3=[N:15][CH:16]=[C:17]([C:19]([F:22])([F:21])[F:20])[CH:18]=[C:13]3[CH:12]=2)=[O:10])[CH:5]=[CH:4][N:3]=1.Br[CH2:33][C:34](=O)[CH2:35][CH3:36], predict the reaction product. The product is: [CH2:35]([C:34]1[N:1]=[C:2]2[CH:7]=[C:6]([NH:8][C:9]([C:11]3[N:23]([CH2:24][C:25]4[CH:30]=[CH:29][CH:28]=[C:27]([F:31])[CH:26]=4)[C:14]4=[N:15][CH:16]=[C:17]([C:19]([F:22])([F:20])[F:21])[CH:18]=[C:13]4[CH:12]=3)=[O:10])[CH:5]=[CH:4][N:3]2[CH:33]=1)[CH3:36]. (6) The product is: [O:6]1[CH2:7][CH2:8][CH:3]([CH2:2][S:11][C:9](=[O:12])[CH3:10])[CH2:4][CH2:5]1. Given the reactants Br[CH2:2][CH:3]1[CH2:8][CH2:7][O:6][CH2:5][CH2:4]1.[C:9]([O-:12])(=[S:11])[CH3:10].[K+].C(OCC)C, predict the reaction product. (7) The product is: [O:19]1[CH2:20][CH2:21][CH2:22][CH2:23][CH:18]1[O:17][C:13]1[CH:12]=[C:11]([C:6]23[CH2:9][CH2:10][C:3]([CH2:2][C:24]#[N:25])([CH2:8][CH2:7]2)[CH2:4][O:5]3)[CH:16]=[CH:15][CH:14]=1. Given the reactants I[CH2:2][C:3]12[CH2:10][CH2:9][C:6]([C:11]3[CH:16]=[CH:15][CH:14]=[C:13]([O:17][CH:18]4[CH2:23][CH2:22][CH2:21][CH2:20][O:19]4)[CH:12]=3)([CH2:7][CH2:8]1)[O:5][CH2:4]2.[C-:24]#[N:25].[Na+], predict the reaction product.